This data is from Reaction yield outcomes from USPTO patents with 853,638 reactions. The task is: Predict the reaction yield, written as a fraction of the theoretical maximum amount of product (1.0 means a 100% yield; for example, 0.34 means a 34% yield). (1) The reactants are [C:1]([CH2:4][O:5][C:6]1[CH:7]=[CH:8][C:9]([C:12]2[N:16]([C:17]3[CH:18]=[N:19][CH:20]=[CH:21][CH:22]=3)[N:15]=[C:14]([C:23]([O:25]CC)=O)[CH:13]=2)=[N:10][CH:11]=1)(=[O:3])[NH2:2].[OH-].[Na+].ON1C2C=CC=CC=2N=N1.[C:40]([NH2:44])([CH3:43])([CH3:42])[CH3:41].Cl.CN(C)CCCN=C=NCC. The catalyst is C(O)C.O1CCCC1.CN(C)C=O. The product is [C:40]([NH:44][C:23]([C:14]1[CH:13]=[C:12]([C:9]2[CH:8]=[CH:7][C:6]([O:5][CH2:4][C:1](=[O:3])[NH2:2])=[CH:11][N:10]=2)[N:16]([C:17]2[CH:18]=[N:19][CH:20]=[CH:21][CH:22]=2)[N:15]=1)=[O:25])([CH3:43])([CH3:42])[CH3:41]. The yield is 0.390. (2) The reactants are [CH3:1][C:2]1[C:10]2[NH:9][CH:8]=[N:7][C:6]=2[CH:5]=[CH:4][CH:3]=1.[C:11](O[C:11]([O:13][C:14]([CH3:17])([CH3:16])[CH3:15])=[O:12])([O:13][C:14]([CH3:17])([CH3:16])[CH3:15])=[O:12]. The catalyst is C(#N)C. The product is [CH3:1][C:2]1[C:10]2[N:9]=[CH:8][N:7]([C:11]([O:13][C:14]([CH3:17])([CH3:16])[CH3:15])=[O:12])[C:6]=2[CH:5]=[CH:4][CH:3]=1. The yield is 0.950. (3) The reactants are [CH2:1]([C:3]1[N:4]([CH2:11][CH2:12][O:13][C:14]2[CH:20]=[CH:19][C:17](N)=[CH:16][CH:15]=2)[C:5](=[O:10])[CH:6]=[C:7]([CH3:9])[N:8]=1)[CH3:2].[BrH:21].N([O-])=O.[Na+].[C:26]([O:30][CH2:31][CH3:32])(=[O:29])[CH:27]=[CH2:28]. The catalyst is CC(C)=O.O.[Cu]I. The product is [Br:21][CH:27]([CH2:28][C:17]1[CH:19]=[CH:20][C:14]([O:13][CH2:12][CH2:11][N:4]2[C:5](=[O:10])[CH:6]=[C:7]([CH3:9])[N:8]=[C:3]2[CH2:1][CH3:2])=[CH:15][CH:16]=1)[C:26]([O:30][CH2:31][CH3:32])=[O:29]. The yield is 0.550. (4) The reactants are [N:1]12[CH2:8][CH2:7][C:4]([C:9]([C:17]3[CH:22]=[CH:21][CH:20]=[CH:19][CH:18]=3)([C:11]3[CH:16]=[CH:15][CH:14]=[CH:13][CH:12]=3)[OH:10])([CH2:5][CH2:6]1)[CH2:3][CH2:2]2.[Br:23][CH2:24][CH2:25][OH:26]. The catalyst is CC#N. The product is [Br-:23].[OH:10][C:9]([C:17]1[CH:22]=[CH:21][CH:20]=[CH:19][CH:18]=1)([C:11]1[CH:12]=[CH:13][CH:14]=[CH:15][CH:16]=1)[C:4]12[CH2:5][CH2:6][N+:1]([CH2:24][CH2:25][OH:26])([CH2:2][CH2:3]1)[CH2:8][CH2:7]2. The yield is 0.601.